Dataset: Forward reaction prediction with 1.9M reactions from USPTO patents (1976-2016). Task: Predict the product of the given reaction. (1) Given the reactants [CH2:1]([O:3][C:4]([C:6]1[S:7][C:8]2[CH:14]=[C:13]([CH:15](C(O)=O)[C:16]([OH:18])=[O:17])[CH:12]=[CH:11][C:9]=2[CH:10]=1)=[O:5])[CH3:2], predict the reaction product. The product is: [CH2:1]([O:3][C:4]([C:6]1[S:7][C:8]2[CH:14]=[C:13]([CH2:15][C:16]([OH:18])=[O:17])[CH:12]=[CH:11][C:9]=2[CH:10]=1)=[O:5])[CH3:2]. (2) Given the reactants [Cl:1][C:2]1[CH:7]=[C:6]([N+:8]([O-:10])=[O:9])[CH:5]=[C:4]([CH3:11])[N+:3]=1[O-].P(Cl)(Cl)Cl.C(=O)([O-])[O-].[K+].[K+], predict the reaction product. The product is: [Cl:1][C:2]1[CH:7]=[C:6]([N+:8]([O-:10])=[O:9])[CH:5]=[C:4]([CH3:11])[N:3]=1. (3) Given the reactants [N:1]1[C:6]2[NH:7][CH:8]=[CH:9][C:5]=2[C:4]([NH:10][C:11]2[C:16](=[O:17])[N:15]3[C:18]4([CH2:26][CH2:25][CH2:24][CH2:23][CH2:22]4)[NH:19][C:20](=[O:21])[C:14]3=[C:13]([Cl:27])[CH:12]=2)=[N:3][CH:2]=1, predict the reaction product. The product is: [ClH:27].[Cl:27][C:13]1[CH:12]=[C:11]([NH:10][C:4]2[C:5]3[CH:9]=[CH:8][NH:7][C:6]=3[N:1]=[CH:2][N:3]=2)[C:16](=[O:17])[N:15]2[C:18]3([NH:19][C:20](=[O:21])[C:14]=12)[CH2:26][CH2:25][CH2:24][CH2:23][CH2:22]3. (4) Given the reactants P([O-])([O-])([O-])=[O:2].[Al+3:6].[C:7]1([Si](OC)(OC)OC)[CH:12]=C[CH:10]=[CH:9][CH:8]=1.C([O:22]P([O-])([O-])=O)C.[Al].[OH2:28], predict the reaction product. The product is: [CH3:7][CH2:8][CH:9]([O-:22])[CH3:10].[CH3:12][CH2:7][CH:8]([O-:28])[CH3:9].[CH3:7][CH2:8][CH:9]([O-:2])[CH3:10].[Al+3:6]. (5) Given the reactants [Cl:1][C:2]1[CH:3]=[CH:4][C:5]2[O:9][C:8](=[O:10])[NH:7][C:6]=2[CH:11]=1.C([O-])([O-])=O.[K+].[K+].Br[CH2:19][C:20]([O:22][C:23]([CH3:26])([CH3:25])[CH3:24])=[O:21], predict the reaction product. The product is: [Cl:1][C:2]1[CH:3]=[CH:4][C:5]2[O:9][C:8](=[O:10])[N:7]([CH2:19][C:20]([O:22][C:23]([CH3:26])([CH3:25])[CH3:24])=[O:21])[C:6]=2[CH:11]=1. (6) Given the reactants [F:1][C:2]1[CH:3]=[C:4]([CH2:8][CH:9]([NH:15][C:16](=[O:34])[C:17]2[CH:22]=[CH:21][CH:20]=[N:19][C:18]=2[N:23]2[CH:27]=[CH:26][C:25]([C:28]3[CH:33]=[CH:32][CH:31]=[CH:30][CH:29]=3)=[N:24]2)[CH:10]([OH:14])[C:11]([OH:13])=O)[CH:5]=[CH:6][CH:7]=1.[CH:35]1([NH2:38])[CH2:37][CH2:36]1, predict the reaction product. The product is: [CH:35]1([NH:38][C:11](=[O:13])[CH:10]([OH:14])[CH:9]([NH:15][C:16](=[O:34])[C:17]2[CH:22]=[CH:21][CH:20]=[N:19][C:18]=2[N:23]2[CH:27]=[CH:26][C:25]([C:28]3[CH:29]=[CH:30][CH:31]=[CH:32][CH:33]=3)=[N:24]2)[CH2:8][C:4]2[CH:5]=[CH:6][CH:7]=[C:2]([F:1])[CH:3]=2)[CH2:37][CH2:36]1. (7) Given the reactants [CH:1]1([NH2:4])[CH2:3][CH2:2]1.Cl[C:6]1[N:13]=[C:12]([C:14]([F:17])([F:16])[F:15])[CH:11]=[CH:10][C:7]=1[C:8]#[N:9].C(O)C, predict the reaction product. The product is: [CH:1]1([NH:4][C:6]2[N:13]=[C:12]([C:14]([F:17])([F:15])[F:16])[CH:11]=[CH:10][C:7]=2[C:8]#[N:9])[CH2:3][CH2:2]1. (8) The product is: [CH3:25][S:26]([O:11][C@H:10]([CH:12]1[CH2:13][CH2:14][O:15][CH2:16][CH2:17]1)[CH2:9][O:8][Si:1]([C:4]([CH3:7])([CH3:6])[CH3:5])([CH3:3])[CH3:2])(=[O:28])=[O:27]. Given the reactants [Si:1]([O:8][CH2:9][C@@H:10]([CH:12]1[CH2:17][CH2:16][O:15][CH2:14][CH2:13]1)[OH:11])([C:4]([CH3:7])([CH3:6])[CH3:5])([CH3:3])[CH3:2].C(N(CC)CC)C.[CH3:25][S:26](Cl)(=[O:28])=[O:27].C([O-])(O)=O.[Na+], predict the reaction product. (9) Given the reactants [Li+].CC([N-]C(C)C)C.[C:9]1([S:15][CH2:16][CH2:17][C:18](=[O:20])[CH3:19])[CH:14]=[CH:13][CH:12]=[CH:11][CH:10]=1.[Si:21](Cl)([CH3:24])([CH3:23])[CH3:22], predict the reaction product. The product is: [CH3:22][Si:21]([CH3:24])([CH3:23])[O:20][C:18]([CH2:17][CH2:16][S:15][C:9]1[CH:14]=[CH:13][CH:12]=[CH:11][CH:10]=1)=[CH2:19]. (10) Given the reactants [CH3:1][O:2][C:3]([C:5]1[C:14]2[C:9](=[CH:10][CH:11]=[CH:12][CH:13]=2)[N:8]=[C:7]([C:15]2[CH:20]=[CH:19][CH:18]=[CH:17][CH:16]=2)[C:6]=1[CH3:21])=[O:4].C1C(=O)N([Br:29])C(=O)C1.C(OOC(=O)C1C=CC=CC=1)(=O)C1C=CC=CC=1, predict the reaction product. The product is: [CH3:1][O:2][C:3]([C:5]1[C:14]2[C:9](=[CH:10][CH:11]=[CH:12][CH:13]=2)[N:8]=[C:7]([C:15]2[CH:20]=[CH:19][CH:18]=[CH:17][CH:16]=2)[C:6]=1[CH2:21][Br:29])=[O:4].